This data is from Peptide-MHC class I binding affinity with 185,985 pairs from IEDB/IMGT. The task is: Regression. Given a peptide amino acid sequence and an MHC pseudo amino acid sequence, predict their binding affinity value. This is MHC class I binding data. The peptide sequence is LTKDRKMLEL. The MHC is HLA-A02:06 with pseudo-sequence HLA-A02:06. The binding affinity (normalized) is 0.0811.